Dataset: Catalyst prediction with 721,799 reactions and 888 catalyst types from USPTO. Task: Predict which catalyst facilitates the given reaction. (1) Reactant: [O:1]=[C:2]1[O:8][C@H:7]([C@H:9]([CH2:11][OH:12])[OH:10])[C:5]([OH:6])=[C:3]1[OH:4].[C:13](=[O:16])([O-])[O-:14].[Ca+2:17].OO.O=O. The catalyst class is: 6. Product: [O:14]=[C:5]([O-:6])[C@@H:7]([C@H:9]([CH2:11][OH:12])[OH:10])[OH:8].[Ca+2:17].[O:16]=[C:13]([O-:14])[C@@H:2]([C@H:3]([CH2:5][OH:6])[OH:4])[OH:1]. (2) Reactant: C[Si]([CH2:5][C:6]([O:8]CC)=[O:7])(C)C.[Li+].C[Si]([N-][Si](C)(C)C)(C)C.[CH3:21][O:22][C:23]1[CH:41]=[CH:40][C:26]([CH2:27][O:28][C:29]2[CH:30]=[C:31]3[C:36](=[CH:37][CH:38]=2)[C:35](=O)[CH2:34][CH2:33][CH2:32]3)=[CH:25][CH:24]=1. Product: [CH3:21][O:22][C:23]1[CH:41]=[CH:40][C:26]([CH2:27][O:28][C:29]2[CH:30]=[C:31]3[C:36](=[CH:37][CH:38]=2)/[C:35](=[CH:5]/[C:6]([OH:8])=[O:7])/[CH2:34][CH2:33][CH2:32]3)=[CH:25][CH:24]=1. The catalyst class is: 1. (3) Reactant: F[C:2]1[CH:3]=[C:4]2[C:9](=[CH:10][C:11]=1[N+:12]([O-:14])=[O:13])[NH:8][C:7](=[O:15])[N:6]([NH:16][S:17]([CH3:20])(=[O:19])=[O:18])[C:5]2=[O:21].[NH:22]1[CH2:27][CH2:26][O:25][CH2:24][CH2:23]1.C(O)(=O)C. Product: [N:22]1([C:2]2[CH:3]=[C:4]3[C:9](=[CH:10][C:11]=2[N+:12]([O-:14])=[O:13])[NH:8][C:7](=[O:15])[N:6]([NH:16][S:17]([CH3:20])(=[O:19])=[O:18])[C:5]3=[O:21])[CH2:27][CH2:26][O:25][CH2:24][CH2:23]1. The catalyst class is: 6. (4) The catalyst class is: 6. Product: [F:1][B-:2]([F:5])([F:4])[F:3].[CH3:13][CH:14]=[CH:15][C:16]([O:18][CH2:19][CH2:20][N+:21]([CH3:24])([CH3:22])[CH3:23])=[O:17]. Reactant: [F:1][B-:2]([F:5])([F:4])[F:3].[Na+].COS([O-])(=O)=O.[CH3:13][CH:14]=[CH:15][C:16]([O:18][CH2:19][CH2:20][N+:21]([CH3:24])([CH3:23])[CH3:22])=[O:17].F[B-](F)(F)F. (5) Reactant: [NH:1]1[C:9]2[C:4](=[CH:5][C:6]([NH:10][C:11]3[C:20]4[C:15](=[CH:16][CH:17]=[CH:18][CH:19]=4)[N:14]=[C:13]([C:21]4[CH:22]=[C:23]([CH:29]=[CH:30][CH:31]=4)[O:24][CH2:25][C:26](O)=[O:27])[N:12]=3)=[CH:7][CH:8]=2)[CH:3]=[N:2]1.C1CN([P+](O[N:49]2N=N[C:51]3C=CC=[CH:55][C:50]2=3)(N2CCCC2)N2CCCC2)CC1.F[P-](F)(F)(F)(F)F.CCN(C(C)C)C(C)C.CC(N)C. Product: [NH:1]1[C:9]2[C:4](=[CH:5][C:6]([NH:10][C:11]3[C:20]4[C:15](=[CH:16][CH:17]=[CH:18][CH:19]=4)[N:14]=[C:13]([C:21]4[CH:22]=[C:23]([CH:29]=[CH:30][CH:31]=4)[O:24][CH2:25][C:26]([NH:49][CH:50]([CH3:55])[CH3:51])=[O:27])[N:12]=3)=[CH:7][CH:8]=2)[CH:3]=[N:2]1. The catalyst class is: 59. (6) Reactant: CC([N:5]([CH2:9][C:10]1[CH:15]=[CH:14][C:13]([CH:16]([F:18])[F:17])=[C:12]([O:19][C:20]2[CH:25]=[C:24]([C:26]#[N:27])[CH:23]=[C:22]([Cl:28])[CH:21]=2)[C:11]=1[F:29])C(=O)[O-])(C)C.C(O)(C(F)(F)F)=O. Product: [NH2:5][CH2:9][C:10]1[C:11]([F:29])=[C:12]([O:19][C:20]2[CH:25]=[C:24]([CH:23]=[C:22]([Cl:28])[CH:21]=2)[C:26]#[N:27])[C:13]([CH:16]([F:18])[F:17])=[CH:14][CH:15]=1. The catalyst class is: 4. (7) Reactant: [CH3:1][CH:2]1[NH:7][CH2:6][CH2:5][N:4]([C:8]([O:10][C:11]([CH3:14])([CH3:13])[CH3:12])=[O:9])[CH2:3]1.[C:15]1([C:21]2[CH:28]=[CH:27][C:24]([CH:25]=O)=[CH:23][CH:22]=2)[CH:20]=[CH:19][CH:18]=[CH:17][CH:16]=1.C(O[BH-](OC(=O)C)OC(=O)C)(=O)C.[Na+]. Product: [CH3:1][CH:2]1[N:7]([CH2:25][C:24]2[CH:27]=[CH:28][C:21]([C:15]3[CH:16]=[CH:17][CH:18]=[CH:19][CH:20]=3)=[CH:22][CH:23]=2)[CH2:6][CH2:5][N:4]([C:8]([O:10][C:11]([CH3:13])([CH3:12])[CH3:14])=[O:9])[CH2:3]1. The catalyst class is: 26.